This data is from Full USPTO retrosynthesis dataset with 1.9M reactions from patents (1976-2016). The task is: Predict the reactants needed to synthesize the given product. (1) Given the product [N:36]1[NH:55][N:56]=[N:57][C:35]=1/[CH:34]=[CH:33]/[C:30]1[CH:29]=[CH:28][C:27](/[C:10](/[C:11]2[CH:12]=[C:13]3[C:17](=[CH:18][CH:19]=2)[N:16]([CH:20]2[CH2:25][CH2:24][CH2:23][CH2:22][O:21]2)[N:15]=[C:14]3[F:26])=[C:9](\[C:3]2[CH:4]=[CH:5][C:6]([F:8])=[CH:7][C:2]=2[Cl:1])/[CH2:37][CH3:38])=[CH:32][CH:31]=1, predict the reactants needed to synthesize it. The reactants are: [Cl:1][C:2]1[CH:7]=[C:6]([F:8])[CH:5]=[CH:4][C:3]=1/[C:9](/[CH2:37][CH3:38])=[C:10](\[C:27]1[CH:32]=[CH:31][C:30](/[CH:33]=[CH:34]/[C:35]#[N:36])=[CH:29][CH:28]=1)/[C:11]1[CH:12]=[C:13]2[C:17](=[CH:18][CH:19]=1)[N:16]([CH:20]1[CH2:25][CH2:24][CH2:23][CH2:22][O:21]1)[N:15]=[C:14]2[F:26].C([Sn](=O)CCCC)CCC.N#N.C[Si]([N:55]=[N+:56]=[N-:57])(C)C. (2) Given the product [CH2:16]([O:15][C:13](=[O:14])[NH:12][C:3]1[CH:4]=[C:5]([C:6](=[O:8])[CH2:36][C:34]2[CH:33]=[CH:32][N:31]=[C:30]([Cl:29])[N:35]=2)[CH:10]=[CH:11][C:2]=1[F:1])[CH:17]=[CH2:18], predict the reactants needed to synthesize it. The reactants are: [F:1][C:2]1[CH:11]=[CH:10][C:5]([C:6]([O:8]C)=O)=[CH:4][C:3]=1[NH:12][C:13]([O:15][CH2:16][CH:17]=[CH2:18])=[O:14].[Li+].C[Si]([N-][Si](C)(C)C)(C)C.[Cl:29][C:30]1[N:35]=[C:34]([CH3:36])[CH:33]=[CH:32][N:31]=1. (3) Given the product [CH2:1]([C:3]1[N:8]=[C:7]([CH2:9][N:52]2[CH2:55][CH:54]([C:56]([O:58][CH3:59])=[O:57])[CH2:53]2)[CH:6]=[CH:5][C:4]=1[C:11]1[N:15]=[C:14]([C:16]2[CH:21]=[CH:20][C:19]([CH2:22][CH:23]([CH3:25])[CH3:24])=[C:18]([F:26])[CH:17]=2)[O:13][N:12]=1)[CH3:2], predict the reactants needed to synthesize it. The reactants are: [CH2:1]([C:3]1[N:8]=[C:7]([CH2:9]O)[CH:6]=[CH:5][C:4]=1[C:11]1[N:15]=[C:14]([C:16]2[CH:21]=[CH:20][C:19]([CH2:22][CH:23]([CH3:25])[CH3:24])=[C:18]([F:26])[CH:17]=2)[O:13][N:12]=1)[CH3:2].C(Br)(Br)(Br)Br.C1(P(C2C=CC=CC=2)C2C=CC=CC=2)C=CC=CC=1.Cl.[NH:52]1[CH2:55][CH:54]([C:56]([O:58][CH3:59])=[O:57])[CH2:53]1.C(N(CC)C(C)C)(C)C. (4) Given the product [N+:1]([C:4]1[CH:5]=[CH:6][C:7]([S:10]([N:13]2[CH2:18][CH2:17][CH:16]([CH:19]=[O:20])[CH2:15][CH2:14]2)(=[O:11])=[O:12])=[CH:8][CH:9]=1)([O-:3])=[O:2], predict the reactants needed to synthesize it. The reactants are: [N+:1]([C:4]1[CH:9]=[CH:8][C:7]([S:10]([N:13]2[CH2:18][CH2:17][CH:16]([CH2:19][OH:20])[CH2:15][CH2:14]2)(=[O:12])=[O:11])=[CH:6][CH:5]=1)([O-:3])=[O:2].O. (5) The reactants are: [CH2:1]1[C:9]2[C:4](=[CH:5][CH:6]=[CH:7][CH:8]=2)[CH2:3][CH:2]1[NH:10][S:11]([CH:14]([CH3:16])[CH3:15])(=[O:13])=[O:12].S(=O)(=O)(O)O.[I:22](O)(=O)(=O)=O.II. Given the product [I:22][C:6]1[CH:5]=[C:4]2[C:9](=[CH:8][CH:7]=1)[CH2:1][CH:2]([NH:10][S:11]([CH:14]([CH3:16])[CH3:15])(=[O:13])=[O:12])[CH2:3]2, predict the reactants needed to synthesize it. (6) Given the product [CH3:1][N:2]1[CH2:3][CH2:4][N:5]([C:8]2[C:13]3[CH2:14][C@H:15]([NH:18][C:19](=[O:39])[C:20]4[CH:21]=[CH:22][C:23]([N:26]5[CH2:27][CH2:28][NH:29][CH2:30][CH2:31]5)=[CH:24][CH:25]=4)[CH2:16][O:17][C:12]=3[CH:11]=[CH:10][CH:9]=2)[CH2:6][CH2:7]1, predict the reactants needed to synthesize it. The reactants are: [CH3:1][N:2]1[CH2:7][CH2:6][N:5]([C:8]2[C:13]3[CH2:14][C@H:15]([NH:18][C:19](=[O:39])[C:20]4[CH:25]=[CH:24][C:23]([N:26]5[CH2:31][CH2:30][N:29](CC6C=CC=CC=6)[CH2:28][CH2:27]5)=[CH:22][CH:21]=4)[CH2:16][O:17][C:12]=3[CH:11]=[CH:10][CH:9]=2)[CH2:4][CH2:3]1.C([O-])=O.[NH4+]. (7) Given the product [CH2:1]([O:5][C:6]1[CH:17]=[C:16]([C:18]([F:19])([F:20])[F:21])[CH:15]=[CH:14][C:7]=1[CH:8]=[O:9])[CH2:2][CH2:3][CH3:4], predict the reactants needed to synthesize it. The reactants are: [CH2:1]([O:5][C:6]1[CH:17]=[C:16]([C:18]([F:21])([F:20])[F:19])[CH:15]=[CH:14][C:7]=1[C:8](N(OC)C)=[O:9])[CH2:2][CH2:3][CH3:4].[H-].[H-].[H-].[H-].[Li+].[Al+3].